From a dataset of Experimentally validated miRNA-target interactions with 360,000+ pairs, plus equal number of negative samples. Binary Classification. Given a miRNA mature sequence and a target amino acid sequence, predict their likelihood of interaction. (1) The miRNA is rno-miR-134-5p with sequence UGUGACUGGUUGACCAGAGGGG. The protein sequence of the target gene is MANAEVSVPVGDVVVVPTEGNEGENPEDTKTQVILQLQPVQQGIYEAGSENSAAVVAVETHSIHKIEEGIDASSIEGNEDMEIAYPITCGESKAVLLWKKFVCPGINVKCVKFNDQLISPKHFVHLAGKSTLKDWKRAIRLGGIMLRKMMDSGQIDFYQHDKVCSNTCRSTKFDLLISSARAPVPGQQTSVVQTPTSADGNITQIAISEESMEEAGLEWNSALTAAVTMATEEGIKKESEEISEDTLMFWKGIADVGLMEEVVCNIQKEMEELLRGVQQRLIQAPFQVTDAAVLNNVANT.... Result: 0 (no interaction). (2) The miRNA is hsa-miR-6720-3p with sequence CGCGCCUGCAGGAACUGGUAGA. The protein sequence of the target gene is MRRERPELRDAEGRLRLRAGCLVTAWPRAPSGAGSWSMAAASPWPASWGFPDASSTVPSLCTEARAGRGGPATARSRVSADSQGGRAGSSSPSSALRLCCAGPSQAHPGPSPAVLPGRCGLLGSFPRPPAPQGRWGPSLG. Result: 0 (no interaction). (3) The miRNA is mmu-miR-486a-3p with sequence CGGGGCAGCUCAGUACAGGAU. The protein sequence of the target gene is MEESHFNSNPYFWPSIPTVSGQIENTMFINKMKDQLLPEKGCGLAPPHYPTLLTVPASVSLPSGISMDTESKSDQLTPHSQASVTQNITVVPVPSTGLMTAGVSCSQRWRREGSQSRGPGLVITSPSGSLVTTASSAQTFPISAPMIVSALPPGSQALQVVPDLSKKVASTLTEEGGGGGGGGGSVAPKPPRGRKKKRMLESGLPEMNDPYVLSPEDDDDHQKDGKTYRCRMCSLTFYSKSEMQIHSKSHTETKPHKCPHCSKTFANSSYLAQHIRIHSGAKPYSCNFCEKSFRQLSHLQ.... Result: 0 (no interaction).